Task: Binary Classification. Given a drug SMILES string, predict its activity (active/inactive) in a high-throughput screening assay against a specified biological target.. Dataset: Cav3 T-type calcium channel HTS with 100,875 compounds (1) The drug is O=C(C(N1CCCCC1)NC(=O)c1ccccc1)c1ccccc1. The result is 0 (inactive). (2) The drug is S(C(=O)Nc1c(nc(c(c1)C(OCC)=O)C)C)CC(O)=O. The result is 0 (inactive). (3) The drug is O=C(NC12CC3CC(C2)CC(C1)C3)C1N(CCC1)C(=O)NC1CCCCC1. The result is 0 (inactive).